This data is from Experimentally validated miRNA-target interactions with 360,000+ pairs, plus equal number of negative samples. The task is: Binary Classification. Given a miRNA mature sequence and a target amino acid sequence, predict their likelihood of interaction. (1) The miRNA is hsa-miR-4539 with sequence GCUGAACUGGGCUGAGCUGGGC. The protein sequence of the target gene is MAPAGSTRAKKGILERLDSGEVVVGDSGFLFTLEKRGFVKAGLWTPEAVVEHPSAVRQLHTEFLRAGADVLQTFTFSATEDNMASKWEAVNAAACDLAQEVAGGGGALVAGGICQTSLYKYHKDETRIKNIFRLQLEVFARKNVDFLIAEYFEHVEEAVWAVEVLREVGAPVAVTMCIGPEGDMHDVTPGECAVKLARAGADIIGVNCRFGPWTSLQTMKLMKEGLRDASLQAHLMVQCLGFHTPDCGKGGFVDLPEYPFGLEPRVATRWDIQKYAREAYNLGIRYIGGCCGFEPYHIRA.... Result: 0 (no interaction). (2) The miRNA is hsa-miR-3925-3p with sequence ACUCCAGUUUUAGUUCUCUUG. The protein sequence of the target gene is MLCDEKAQKRRKRKAKESGMALPQGHLTFRDVAIEFSQAEWKCLDPAQRALYKDVMLENYRNLVSLGISLPDLNINSMLEQRREPWSGESEVKIAKNSDGRECIKGVNTGSSYALGSNAEDKPIKKQLGVSFHLHLSELELFPDERVINGCNQVENFINHSSSVSCLQEMSSSVKTPIFNRNDFDDSSFLPQEQKVHLREKPYECNEHSKVFRVSSSLTKHQVIHTVEKPYKCNSCGKVFSRNSHLAEHCRIHTGEKPYKCNVCGKVFSYNSNFARHQRIHTREKPYECNECGKVFSNNS.... Result: 1 (interaction). (3) The miRNA is hsa-miR-6070 with sequence CCGGUUCCAGUCCCUGGAG. The protein sequence of the target gene is MKEERNYNFDGVSTNRLKQQLLEEVRKKDAVQLSIFELRHKITELEAKLNTDNEGSEWKTRYETQLELNDELEKQIVYLKEKVEKIHGNSSDRLSSIRVYERMPVESLNTLLKQLEEEKKTLESQVKYYALKLEQESKAYQKINNERRTYLAEMSQGSGLHQVSKRQQVDQLPRMQENLVKTGRYNPAKQKTVSAKRGPVKKITRPNHLPELHP. Result: 0 (no interaction). (4) The miRNA is mmu-miR-190a-5p with sequence UGAUAUGUUUGAUAUAUUAGGU. The protein sequence of the target gene is MEELAKKERRAMDPGGLKKEGKVEEEAGKEEGREEEGGEEEEVTSETLRGKPRPLPISALPAFSYIPPRHQGPKERSYFSREGQTGIVSLYDCVFKRRLDYNQKLHRDDREHAKNLGLHINEEEQERTVPVLMSSVYGKRINQPIEPLNRDYGHVSHVKTDFYRKNEIPSIKGPGFGHINPA. Result: 1 (interaction). (5) The miRNA is hsa-miR-548j-3p with sequence CAAAAACUGCAUUACUUUUGC. The protein sequence of the target gene is MAAGLFGLSARRLLAAAATRGLPAARVRWESSFSRTVVAPSAVAGKRPPEPTTPWQEDPEPEDENLYEKNPDSHGYDKDPVLDVWNMRLVFFFGVSIILVLGSTFVAYLPDYRMKEWSRREAERLVKYREANGLPIMESNCFDPSKIQLPEDE. Result: 0 (no interaction).